From a dataset of NCI-60 drug combinations with 297,098 pairs across 59 cell lines. Regression. Given two drug SMILES strings and cell line genomic features, predict the synergy score measuring deviation from expected non-interaction effect. (1) Drug 2: C1=NNC2=C1C(=O)NC=N2. Synergy scores: CSS=5.69, Synergy_ZIP=-0.105, Synergy_Bliss=3.75, Synergy_Loewe=-0.310, Synergy_HSA=1.05. Cell line: TK-10. Drug 1: C1=NC2=C(N=C(N=C2N1C3C(C(C(O3)CO)O)F)Cl)N. (2) Drug 1: CC1=C(C(=O)C2=C(C1=O)N3CC4C(C3(C2COC(=O)N)OC)N4)N. Drug 2: CC12CCC3C(C1CCC2OP(=O)(O)O)CCC4=C3C=CC(=C4)OC(=O)N(CCCl)CCCl.[Na+]. Cell line: SK-MEL-28. Synergy scores: CSS=21.2, Synergy_ZIP=-7.68, Synergy_Bliss=-1.96, Synergy_Loewe=-24.1, Synergy_HSA=0.419. (3) Drug 1: CC1=CC2C(CCC3(C2CCC3(C(=O)C)OC(=O)C)C)C4(C1=CC(=O)CC4)C. Drug 2: C(CN)CNCCSP(=O)(O)O. Cell line: NCIH23. Synergy scores: CSS=5.63, Synergy_ZIP=-0.392, Synergy_Bliss=2.54, Synergy_Loewe=2.60, Synergy_HSA=2.95.